From a dataset of Full USPTO retrosynthesis dataset with 1.9M reactions from patents (1976-2016). Predict the reactants needed to synthesize the given product. Given the product [Br:1][C:2]1[CH:3]=[CH:4][C:5]([F:11])=[C:6]([CH:10]=1)[C:7]([N:20]([O:21][CH3:22])[CH3:19])=[O:8], predict the reactants needed to synthesize it. The reactants are: [Br:1][C:2]1[CH:3]=[CH:4][C:5]([F:11])=[C:6]([CH:10]=1)[C:7](O)=[O:8].C(Cl)(=O)C(Cl)=O.Cl.[CH3:19][NH:20][O:21][CH3:22].C(N(CC)CC)C.